Task: Predict the reaction yield, written as a fraction of the theoretical maximum amount of product (1.0 means a 100% yield; for example, 0.34 means a 34% yield).. Dataset: Reaction yield outcomes from USPTO patents with 853,638 reactions (1) The reactants are [CH:1]1([CH2:4][NH:5][C:6](=[O:30])[C:7]2[CH:12]=[C:11]([C:13]3[CH:14]=[C:15]4[C:19](=[CH:20][CH:21]=3)[N:18]([CH:22]3[CH2:27][CH2:26][CH2:25][CH2:24][O:23]3)[N:17]=[C:16]4[CH:28]=O)[CH:10]=[N:9][CH:8]=2)[CH2:3][CH2:2]1.[N:31]1[CH:36]=[C:35]([NH2:37])[C:34]([NH2:38])=[C:33]([C:39]2[CH:40]=[N:41][CH:42]=[CH:43][CH:44]=2)[CH:32]=1.[S]. The catalyst is CN(C=O)C. The product is [CH:1]1([CH2:4][NH:5][C:6](=[O:30])[C:7]2[CH:12]=[C:11]([C:13]3[CH:14]=[C:15]4[C:19](=[CH:20][CH:21]=3)[N:18]([CH:22]3[CH2:27][CH2:26][CH2:25][CH2:24][O:23]3)[N:17]=[C:16]4[C:28]3[NH:37][C:35]4[CH:36]=[N:31][CH:32]=[C:33]([C:39]5[CH:40]=[N:41][CH:42]=[CH:43][CH:44]=5)[C:34]=4[N:38]=3)[CH:10]=[N:9][CH:8]=2)[CH2:2][CH2:3]1. The yield is 0.230. (2) The reactants are [C:1]([N:9]1[CH2:14][CH2:13][C:12]([CH2:16][NH2:17])([F:15])[CH2:11][CH2:10]1)(=[O:8])[C:2]1[CH:7]=[CH:6][CH:5]=[CH:4][CH:3]=1.[C:18](O[C:18]([O:20][C:21]([CH3:24])([CH3:23])[CH3:22])=[O:19])([O:20][C:21]([CH3:24])([CH3:23])[CH3:22])=[O:19]. The catalyst is CO. The product is [C:1]([N:9]1[CH2:10][CH2:11][C:12]([CH2:16][NH:17][C:18]([O:20][C:21]([CH3:24])([CH3:23])[CH3:22])=[O:19])([F:15])[CH2:13][CH2:14]1)(=[O:8])[C:2]1[CH:7]=[CH:6][CH:5]=[CH:4][CH:3]=1. The yield is 0.890. (3) The reactants are N12CCCN=C1CCCCC2.Cl.[NH2:13][CH2:14][C:15]1[CH:23]=[CH:22][CH:21]=[C:20]2[C:16]=1[C:17](=[O:33])[N:18]([CH:25]1[CH2:30][CH2:29][C:28](=[O:31])[NH:27][C:26]1=[O:32])[C:19]2=[O:24].[CH2:34]([N:41]=[C:42]=[O:43])[C:35]1[CH:40]=[CH:39][CH:38]=[CH:37][CH:36]=1. The catalyst is CC#N. The product is [O:32]=[C:26]1[CH:25]([N:18]2[C:17](=[O:33])[C:16]3[C:20](=[CH:21][CH:22]=[CH:23][C:15]=3[CH2:14][NH:13][C:42]([NH:41][CH2:34][C:35]3[CH:40]=[CH:39][CH:38]=[CH:37][CH:36]=3)=[O:43])[C:19]2=[O:24])[CH2:30][CH2:29][C:28](=[O:31])[NH:27]1. The yield is 0.540. (4) The reactants are [CH:1]1(P(C2CCCCC2)C2C=CC=CC=2C2C(OC)=CC=CC=2OC)CCCCC1.[C:30]1([C:54]2[CH:59]=[CH:58][CH:57]=[CH:56][CH:55]=2)[CH:35]=[CH:34][CH:33]=[CH:32][C:31]=1[CH2:36][N:37]1[C:46]2[C:41](=[N:42][CH:43]=[C:44](Br)[CH:45]=2)[C:40](=[O:48])[C:39]([C:49]([O:51][CH2:52][CH3:53])=[O:50])=[CH:38]1.[Mg+2].[Cl-].C[Zn+].[Cl-].[Cl-]. The catalyst is O1CCCC1.C([O-])(=O)C.[Pd+2].C([O-])(=O)C. The product is [C:30]1([C:54]2[CH:59]=[CH:58][CH:57]=[CH:56][CH:55]=2)[CH:35]=[CH:34][CH:33]=[CH:32][C:31]=1[CH2:36][N:37]1[C:46]2[C:41](=[N:42][CH:43]=[C:44]([CH3:1])[CH:45]=2)[C:40](=[O:48])[C:39]([C:49]([O:51][CH2:52][CH3:53])=[O:50])=[CH:38]1. The yield is 0.134. (5) The reactants are [NH2:1][C:2]1[CH:7]=[CH:6][CH:5]=[CH:4][C:3]=1[SH:8].[Br:9][C:10]1[CH:11]=[C:12]([CH:15]=[C:16]([Br:19])[C:17]=1[OH:18])[CH:13]=O. The catalyst is CO. The product is [S:8]1[C:3]2[CH:4]=[CH:5][CH:6]=[CH:7][C:2]=2[N:1]=[C:13]1[C:12]1[CH:11]=[C:10]([Br:9])[C:17]([OH:18])=[C:16]([Br:19])[CH:15]=1. The yield is 0.160. (6) The reactants are [Mg].II.Br[C:5]1[C:10]([O:11][CH3:12])=[CH:9][C:8]([CH2:13][O:14][CH3:15])=[CH:7][C:6]=1[O:16][CH3:17].[B:18]([O:23]C)([O:21]C)[O:19]C.[Cl-].[NH4+]. The catalyst is O1CCCC1.CO. The product is [CH3:17][O:16][C:6]1[CH:7]=[C:8]([CH2:13][O:14][CH3:15])[CH:9]=[C:10]([O:11][CH3:12])[C:5]=1[O:19][B:18]([OH:23])[OH:21]. The yield is 0.890. (7) The reactants are [Mg].[Cl:2][C:3]1[CH:4]=[C:5]([CH:8]=[CH:9][C:10]=1[Cl:11])[CH2:6]Cl.[C:12]([N:19]1[CH2:24][CH2:23][C:22](=[O:25])[CH2:21][CH2:20]1)([O:14][C:15]([CH3:18])([CH3:17])[CH3:16])=[O:13]. The catalyst is C(OCC)C.[Cl-].[NH4+].II. The product is [Cl:2][C:3]1[CH:4]=[C:5]([CH:8]=[CH:9][C:10]=1[Cl:11])[CH2:6][C:22]1([OH:25])[CH2:21][CH2:20][N:19]([C:12]([O:14][C:15]([CH3:17])([CH3:16])[CH3:18])=[O:13])[CH2:24][CH2:23]1. The yield is 0.410.